Dataset: Forward reaction prediction with 1.9M reactions from USPTO patents (1976-2016). Task: Predict the product of the given reaction. Given the reactants [NH2:1][CH:2]([CH2:11][C:12]1[CH:17]=[CH:16][C:15]([C:18]([F:21])([F:20])[F:19])=[CH:14][CH:13]=1)[CH:3]([C:5]1[CH:10]=[CH:9][N:8]=[CH:7][CH:6]=1)[OH:4].[F:22][C:23]1[C:32]2[C:27](=[CH:28][CH:29]=[CH:30][CH:31]=2)[C:26]([C:33](O)=[O:34])=[CH:25][CH:24]=1.Cl.C(N=C=NCCCN(C)C)C.ON1C2C=CC=CC=2N=N1, predict the reaction product. The product is: [F:22][C:23]1[C:32]2[C:27](=[CH:28][CH:29]=[CH:30][CH:31]=2)[C:26]([C:33]([NH:1][C@@H:2]([CH2:11][C:12]2[CH:17]=[CH:16][C:15]([C:18]([F:21])([F:19])[F:20])=[CH:14][CH:13]=2)[C@H:3]([OH:4])[C:5]2[CH:10]=[CH:9][N:8]=[CH:7][CH:6]=2)=[O:34])=[CH:25][CH:24]=1.